Regression. Given a peptide amino acid sequence and an MHC pseudo amino acid sequence, predict their binding affinity value. This is MHC class I binding data. From a dataset of Peptide-MHC class I binding affinity with 185,985 pairs from IEDB/IMGT. (1) The peptide sequence is MLEGETKLY. The MHC is HLA-A02:01 with pseudo-sequence HLA-A02:01. The binding affinity (normalized) is 0. (2) The peptide sequence is TLKPGTMSV. The MHC is HLA-B18:01 with pseudo-sequence HLA-B18:01. The binding affinity (normalized) is 0.0847. (3) The peptide sequence is KAGQYVTIW. The MHC is HLA-B46:01 with pseudo-sequence HLA-B46:01. The binding affinity (normalized) is 0.215. (4) The peptide sequence is SFLAHLQWF. The MHC is HLA-A24:02 with pseudo-sequence HLA-A24:02. The binding affinity (normalized) is 0.190. (5) The peptide sequence is ESNLNNLSEL. The MHC is H-2-Kb with pseudo-sequence H-2-Kb. The binding affinity (normalized) is 0.0779. (6) The binding affinity (normalized) is 0.0847. The MHC is HLA-B27:05 with pseudo-sequence HLA-B27:05. The peptide sequence is SMRSRARHI.